From a dataset of NCI-60 drug combinations with 297,098 pairs across 59 cell lines. Regression. Given two drug SMILES strings and cell line genomic features, predict the synergy score measuring deviation from expected non-interaction effect. Cell line: A498. Synergy scores: CSS=-3.26, Synergy_ZIP=2.12, Synergy_Bliss=3.89, Synergy_Loewe=-2.16, Synergy_HSA=-1.92. Drug 2: C(CN)CNCCSP(=O)(O)O. Drug 1: CN(C)C1=NC(=NC(=N1)N(C)C)N(C)C.